Dataset: Reaction yield outcomes from USPTO patents with 853,638 reactions. Task: Predict the reaction yield, written as a fraction of the theoretical maximum amount of product (1.0 means a 100% yield; for example, 0.34 means a 34% yield). (1) The reactants are [NH:1]1[C:9]2[C:4](=[CH:5][CH:6]=[CH:7][N:8]=2)[CH:3]=[CH:2]1.[H-].[Na+].Cl[CH2:13][O:14][CH2:15][CH2:16][Si:17]([CH3:20])([CH3:19])[CH3:18]. The product is [CH3:18][Si:17]([CH3:20])([CH3:19])[CH2:16][CH2:15][O:14][CH2:13][N:1]1[C:9]2=[N:8][CH:7]=[CH:6][CH:5]=[C:4]2[CH:3]=[CH:2]1. The yield is 1.00. The catalyst is CN(C)C=O. (2) The reactants are [F:1][CH:2]([F:35])[C:3]1[S:7][C:6]([C:8]([NH:10][C:11]2[N:15]([CH2:16][C@H:17]3[CH2:21][CH2:20][CH2:19][N:18]3[C:22]([O:24][C:25]([CH3:28])([CH3:27])[CH3:26])=[O:23])[C:14]3[CH:29]=[CH:30][C:31]([CH2:33][OH:34])=[CH:32][C:13]=3[N:12]=2)=[O:9])=[CH:5][CH:4]=1.CC(OI1(OC(C)=O)(OC(C)=O)OC(=O)C2C=CC=CC1=2)=O.O. The catalyst is C(Cl)Cl. The product is [F:35][CH:2]([F:1])[C:3]1[S:7][C:6]([C:8]([NH:10][C:11]2[N:15]([CH2:16][C@H:17]3[CH2:21][CH2:20][CH2:19][N:18]3[C:22]([O:24][C:25]([CH3:27])([CH3:28])[CH3:26])=[O:23])[C:14]3[CH:29]=[CH:30][C:31]([CH:33]=[O:34])=[CH:32][C:13]=3[N:12]=2)=[O:9])=[CH:5][CH:4]=1. The yield is 0.980.